From a dataset of Catalyst prediction with 721,799 reactions and 888 catalyst types from USPTO. Predict which catalyst facilitates the given reaction. (1) Reactant: [Br:1][CH2:2][C:3]1[CH:11]=[CH:10][C:6]([C:7](Br)=[O:8])=[CH:5][CH:4]=1.[C:12]([OH:16])([CH3:15])([CH3:14])[CH3:13]. Product: [C:12]([O:16][C:7](=[O:8])[C:6]1[CH:10]=[CH:11][C:3]([CH2:2][Br:1])=[CH:4][CH:5]=1)([CH3:15])([CH3:14])[CH3:13]. The catalyst class is: 2. (2) Reactant: [CH3:1][C:2]1[CH:10]=[CH:9][C:5]([C:6](O)=[O:7])=[CH:4][C:3]=1[B:11]1[O:15][C:14]([CH3:17])([CH3:16])[C:13]([CH3:19])([CH3:18])[O:12]1.S(Cl)(Cl)=O.[F:24][C:25]([F:37])([F:36])[C:26]1[CH:35]=[CH:34][C:29]2[N:30]=[C:31]([NH2:33])[S:32][C:28]=2[CH:27]=1.C(N(CC)CC)C. Product: [CH3:1][C:2]1[CH:10]=[CH:9][C:5]([C:6]([NH:33][C:31]2[S:32][C:28]3[CH:27]=[C:26]([C:25]([F:37])([F:24])[F:36])[CH:35]=[CH:34][C:29]=3[N:30]=2)=[O:7])=[CH:4][C:3]=1[B:11]1[O:15][C:14]([CH3:17])([CH3:16])[C:13]([CH3:18])([CH3:19])[O:12]1. The catalyst class is: 4. (3) Reactant: Cl[C:2]1[O:3][C:4]([CH2:14][CH2:15][C:16]([O:18][CH3:19])=[O:17])=[C:5]([C:7]2[CH:12]=[CH:11][CH:10]=[C:9]([Cl:13])[CH:8]=2)[N:6]=1.[NH:20]1[C:24]2[CH:25]=[CH:26][CH:27]=[CH:28][C:23]=2[N:22]=[CH:21]1.C(=O)([O-])[O-].[K+].[K+].CN(C)C=O. Product: [N:20]1([C:2]2[O:3][C:4]([CH2:14][CH2:15][C:16]([O:18][CH3:19])=[O:17])=[C:5]([C:7]3[CH:12]=[CH:11][CH:10]=[C:9]([Cl:13])[CH:8]=3)[N:6]=2)[C:24]2[CH:25]=[CH:26][CH:27]=[CH:28][C:23]=2[N:22]=[CH:21]1. The catalyst class is: 6. (4) Reactant: [CH:1]([N:4]1[CH2:9][CH2:8][N:7]([C:10]2[CH:15]=[N:14][C:13]([C:16]3[CH:21]=[CH:20][C:19]([NH2:22])=[CH:18][CH:17]=3)=[CH:12][N:11]=2)[CH2:6][CH2:5]1)([CH3:3])[CH3:2].[Cl:23][CH2:24][CH2:25][CH2:26][S:27](Cl)(=[O:29])=[O:28].[H-].[Na+]. Product: [ClH:23].[ClH:23].[O:28]=[S:27]1(=[O:29])[CH2:26][CH2:25][CH2:24][N:22]1[C:19]1[CH:20]=[CH:21][C:16]([C:13]2[N:14]=[CH:15][C:10]([N:7]3[CH2:6][CH2:5][N:4]([CH:1]([CH3:3])[CH3:2])[CH2:9][CH2:8]3)=[N:11][CH:12]=2)=[CH:17][CH:18]=1. The catalyst class is: 3.